Dataset: NCI-60 drug combinations with 297,098 pairs across 59 cell lines. Task: Regression. Given two drug SMILES strings and cell line genomic features, predict the synergy score measuring deviation from expected non-interaction effect. (1) Drug 1: CC1C(C(=O)NC(C(=O)N2CCCC2C(=O)N(CC(=O)N(C(C(=O)O1)C(C)C)C)C)C(C)C)NC(=O)C3=C4C(=C(C=C3)C)OC5=C(C(=O)C(=C(C5=N4)C(=O)NC6C(OC(=O)C(N(C(=O)CN(C(=O)C7CCCN7C(=O)C(NC6=O)C(C)C)C)C)C(C)C)C)N)C. Drug 2: CNC(=O)C1=NC=CC(=C1)OC2=CC=C(C=C2)NC(=O)NC3=CC(=C(C=C3)Cl)C(F)(F)F. Cell line: SK-OV-3. Synergy scores: CSS=-2.49, Synergy_ZIP=-4.22, Synergy_Bliss=-7.57, Synergy_Loewe=-19.7, Synergy_HSA=-8.75. (2) Drug 1: CC(C1=C(C=CC(=C1Cl)F)Cl)OC2=C(N=CC(=C2)C3=CN(N=C3)C4CCNCC4)N. Drug 2: CC=C1C(=O)NC(C(=O)OC2CC(=O)NC(C(=O)NC(CSSCCC=C2)C(=O)N1)C(C)C)C(C)C. Cell line: A498. Synergy scores: CSS=46.6, Synergy_ZIP=-5.80, Synergy_Bliss=-3.74, Synergy_Loewe=-18.6, Synergy_HSA=-3.08. (3) Cell line: UACC62. Drug 2: CN1C2=C(C=C(C=C2)N(CCCl)CCCl)N=C1CCCC(=O)O.Cl. Drug 1: CC1=C2C(C(=O)C3(C(CC4C(C3C(C(C2(C)C)(CC1OC(=O)C(C(C5=CC=CC=C5)NC(=O)OC(C)(C)C)O)O)OC(=O)C6=CC=CC=C6)(CO4)OC(=O)C)O)C)O. Synergy scores: CSS=1.06, Synergy_ZIP=-1.92, Synergy_Bliss=-1.68, Synergy_Loewe=-2.17, Synergy_HSA=-1.70.